From a dataset of Catalyst prediction with 721,799 reactions and 888 catalyst types from USPTO. Predict which catalyst facilitates the given reaction. Reactant: [Cl:1][C:2]1[CH:19]=[C:18]([Cl:20])[CH:17]=[CH:16][C:3]=1[CH2:4][O:5][C:6]1[CH:15]=[CH:14][C:9]2[C:10](=O)[CH2:11][O:12][C:8]=2[CH:7]=1.C([O-])(=O)C.[Na+].Cl.[CH3:27][O:28][NH2:29]. Product: [Cl:1][C:2]1[CH:19]=[C:18]([Cl:20])[CH:17]=[CH:16][C:3]=1[CH2:4][O:5][C:6]1[CH:15]=[CH:14][C:9]2[C:10](=[N:29][O:28][CH3:27])[CH2:11][O:12][C:8]=2[CH:7]=1. The catalyst class is: 5.